From a dataset of Reaction yield outcomes from USPTO patents with 853,638 reactions. Predict the reaction yield, written as a fraction of the theoretical maximum amount of product (1.0 means a 100% yield; for example, 0.34 means a 34% yield). (1) The reactants are [CH3:1][C:2]([CH3:31])([CH3:30])[CH2:3][C:4]([NH:6][C:7]1[C:8]([CH3:29])=[C:9](B(O)O)[C:10]2[O:14][CH2:13][CH:12]([C:15]3[CH:20]=[CH:19][C:18]([CH:21]([CH3:23])[CH3:22])=[CH:17][CH:16]=3)[C:11]=2[C:24]=1[CH3:25])=[O:5].Br[C:33]1[S:34][CH:35]=[CH:36][CH:37]=1. The catalyst is CCCCCC.C(OCC)(=O)C. The product is [CH:21]([C:18]1[CH:19]=[CH:20][C:15]([CH:12]2[C:11]3[C:24]([CH3:25])=[C:7]([NH:6][C:4](=[O:5])[CH2:3][C:2]([CH3:31])([CH3:30])[CH3:1])[C:8]([CH3:29])=[C:9]([C:33]4[S:34][CH:35]=[CH:36][CH:37]=4)[C:10]=3[O:14][CH2:13]2)=[CH:16][CH:17]=1)([CH3:23])[CH3:22]. The yield is 0.580. (2) The reactants are Cl.[CH3:2][S:3]([C:6]1[CH:11]=[CH:10][C:9]([N:12]2[C:16]3=[N:17][CH:18]=[N:19][C:20]([O:21][CH:22]4[CH2:27][CH2:26][NH:25][CH2:24][CH2:23]4)=[C:15]3[CH:14]=[N:13]2)=[CH:8][CH:7]=1)(=[O:5])=[O:4].CCN(CC)CC.[CH2:35]([C:37]([CH2:39]Br)=[O:38])[CH3:36].C(O)(C(F)(F)F)=O. The catalyst is O1CCOCC1.CC#N.O. The product is [CH3:2][S:3]([C:6]1[CH:11]=[CH:10][C:9]([N:12]2[C:16]3=[N:17][CH:18]=[N:19][C:20]([O:21][CH:22]4[CH2:27][CH2:26][N:25]([CH2:39][C:37](=[O:38])[CH2:35][CH3:36])[CH2:24][CH2:23]4)=[C:15]3[CH:14]=[N:13]2)=[CH:8][CH:7]=1)(=[O:4])=[O:5]. The yield is 0.190. (3) The reactants are [OH-].[Na+].C([O:5][C:6]([C:8]1[CH:12]=[C:11]([CH2:13][CH2:14][C:15]2[CH:20]=[CH:19][C:18]([Cl:21])=[CH:17][CH:16]=2)[NH:10][N:9]=1)=[O:7])C. The catalyst is CO. The product is [Cl:21][C:18]1[CH:19]=[CH:20][C:15]([CH2:14][CH2:13][C:11]2[NH:10][N:9]=[C:8]([C:6]([OH:7])=[O:5])[CH:12]=2)=[CH:16][CH:17]=1. The yield is 0.922. (4) The reactants are [C:1]([O:5][C:6]([CH2:8][CH2:9][CH2:10][CH2:11][CH2:12][CH2:13][CH2:14][CH2:15][CH2:16][CH2:17][CH2:18][CH2:19][CH2:20][CH2:21][CH2:22][CH2:23][CH2:24][CH2:25][C:26]([NH:28][CH2:29][CH:30]1[CH2:35][CH2:34][CH:33]([C:36]([OH:38])=[O:37])[CH2:32][CH2:31]1)=[O:27])=[O:7])([CH3:4])([CH3:3])[CH3:2].[B-](F)(F)(F)F.CN(C(O[N:52]1[C:57](=[O:58])[CH2:56][CH2:55][C:53]1=[O:54])=[N+](C)C)C. The catalyst is C1COCC1.C(#N)C. The product is [O:54]=[C:53]1[CH2:55][CH2:56][C:57](=[O:58])[N:52]1[O:37][C:36]([CH:33]1[CH2:34][CH2:35][CH:30]([CH2:29][NH:28][C:26](=[O:27])[CH2:25][CH2:24][CH2:23][CH2:22][CH2:21][CH2:20][CH2:19][CH2:18][CH2:17][CH2:16][CH2:15][CH2:14][CH2:13][CH2:12][CH2:11][CH2:10][CH2:9][CH2:8][C:6]([O:5][C:1]([CH3:4])([CH3:2])[CH3:3])=[O:7])[CH2:31][CH2:32]1)=[O:38]. The yield is 0.880.